Dataset: Full USPTO retrosynthesis dataset with 1.9M reactions from patents (1976-2016). Task: Predict the reactants needed to synthesize the given product. (1) Given the product [F:29][C:30]([F:44])([F:45])[C:31]1[CH:32]=[C:33]([C:34]([N:13]2[CH2:14][CH2:15][C@H:10]([C:5]3[CH:6]=[CH:7][C:8]([Cl:9])=[C:3]([Cl:2])[CH:4]=3)[C@H:11]([C:16]3[CH:21]=[CH:20][CH:19]=[CH:18][CH:17]=3)[CH2:12]2)=[O:35])[CH:37]=[C:38]([C:40]([F:41])([F:42])[F:43])[CH:39]=1, predict the reactants needed to synthesize it. The reactants are: Cl.[Cl:2][C:3]1[CH:4]=[C:5]([C@H:10]2[CH2:15][CH2:14][NH:13][CH2:12][C@H:11]2[C:16]2[CH:21]=[CH:20][CH:19]=[CH:18][CH:17]=2)[CH:6]=[CH:7][C:8]=1[Cl:9].C(N(CC)CC)C.[F:29][C:30]([F:45])([F:44])[C:31]1[CH:32]=[C:33]([CH:37]=[C:38]([C:40]([F:43])([F:42])[F:41])[CH:39]=1)[C:34](Cl)=[O:35]. (2) Given the product [CH:23]([C:22]([C:6]1[CH:5]=[CH:4][C:3]2[C:2]([CH3:14])([CH3:1])[CH2:11][CH2:10][C:9]([CH3:13])([CH3:12])[C:8]=2[CH:7]=1)=[O:26])([CH3:25])[CH3:24], predict the reactants needed to synthesize it. The reactants are: [CH3:1][C:2]1([CH3:14])[CH2:11][CH2:10][C:9]([CH3:13])([CH3:12])[C:8]2[CH:7]=[CH:6][CH:5]=[CH:4][C:3]1=2.ClCCl.[Cl-].[Al+3].[Cl-].[Cl-].[C:22](Cl)(=[O:26])[CH:23]([CH3:25])[CH3:24]. (3) The reactants are: [F:1][C:2]1[CH:7]=[CH:6][C:5]([S:8]([NH2:11])(=[O:10])=[O:9])=[CH:4][CH:3]=1.[OH-].[Li+].[Cl:14][C:15]1[C:24](Cl)=[N:23][C:22]2[C:17](=[CH:18][CH:19]=[CH:20][CH:21]=2)[N:16]=1.Cl. Given the product [Cl:14][C:15]1[C:24]([NH:11][S:8]([C:5]2[CH:4]=[CH:3][C:2]([F:1])=[CH:7][CH:6]=2)(=[O:9])=[O:10])=[N:23][C:22]2[C:17]([N:16]=1)=[CH:18][CH:19]=[CH:20][CH:21]=2, predict the reactants needed to synthesize it. (4) Given the product [CH2:1]([O:9][CH2:10][CH:11]([OH:13])[CH3:12])[CH:2]=[CH:3][CH2:4][CH2:5][CH2:6][CH:7]=[CH2:8].[CH2:1]([O:9][CH:11]([CH3:12])[CH2:10][OH:13])[CH:2]=[CH:3][CH2:4][CH2:5][CH2:6][CH:7]=[CH2:8], predict the reactants needed to synthesize it. The reactants are: [CH2:1]([OH:9])[CH:2]=[CH:3][CH2:4][CH2:5][CH2:6][CH:7]=[CH2:8].[CH2:10]1[O:13][CH:11]1[CH3:12]. (5) Given the product [C:27]([O:1][C:2]1[C:11]([CH2:12][CH2:13][C:14]([CH3:16])=[CH2:15])=[C:10]([O:17][CH3:18])[CH:9]=[C:8](/[CH:19]=[CH:20]/[C:21]2[CH:22]=[CH:23][CH:24]=[CH:25][CH:26]=2)[C:3]=1[C:4]([O:6][CH3:7])=[O:5])(=[O:29])[CH3:28], predict the reactants needed to synthesize it. The reactants are: [OH:1][C:2]1[C:11]([CH2:12][CH2:13][C:14]([CH3:16])=[CH2:15])=[C:10]([O:17][CH3:18])[CH:9]=[C:8](/[CH:19]=[CH:20]/[C:21]2[CH:26]=[CH:25][CH:24]=[CH:23][CH:22]=2)[C:3]=1[C:4]([O:6][CH3:7])=[O:5].[C:27](Cl)(=[O:29])[CH3:28].